Dataset: Catalyst prediction with 721,799 reactions and 888 catalyst types from USPTO. Task: Predict which catalyst facilitates the given reaction. (1) Reactant: [Br:1][C:2]1[CH:3]=[C:4]([CH3:12])[C:5]([O:10][CH3:11])=[C:6]([CH2:8]O)[CH:7]=1.C1(P(C2C=CC=CC=2)C2C=CC=CC=2)C=CC=CC=1.[Br:32]N1C(=O)CCC1=O. Product: [Br:1][C:2]1[CH:3]=[C:4]([CH3:12])[C:5]([O:10][CH3:11])=[C:6]([CH2:8][Br:32])[CH:7]=1. The catalyst class is: 54. (2) Reactant: C[C:2]([CH:12]1[CH2:17][CH2:16][NH:15][CH2:14][CH2:13]1)([OH:11])[CH2:3][C:4]1[CH:9]=[CH:8][CH:7]=[C:6]([NH2:10])[N:5]=1.[C:18](O[C:18]([O:20][C:21]([CH3:24])([CH3:23])[CH3:22])=[O:19])([O:20][C:21]([CH3:24])([CH3:23])[CH3:22])=[O:19].C(N(CC)CC)C.O. Product: [NH2:10][C:6]1[N:5]=[C:4]([CH2:3][CH:2]([CH:12]2[CH2:13][CH2:14][N:15]([C:18]([O:20][C:21]([CH3:24])([CH3:23])[CH3:22])=[O:19])[CH2:16][CH2:17]2)[OH:11])[CH:9]=[CH:8][CH:7]=1. The catalyst class is: 4.